The task is: Predict the reaction yield, written as a fraction of the theoretical maximum amount of product (1.0 means a 100% yield; for example, 0.34 means a 34% yield).. This data is from Reaction yield outcomes from USPTO patents with 853,638 reactions. (1) The yield is 0.990. The catalyst is CO. The reactants are [CH3:1][C@@H:2]1[CH2:7][CH2:6][NH:5][CH2:4][C@H:3]1[NH:8][P:9](=[O:16])([O:13][CH2:14][CH3:15])[O:10][CH2:11][CH3:12].[CH:17](=O)[C:18]1[CH:23]=[CH:22][CH:21]=[CH:20][CH:19]=1.C(O)(=O)C.[BH3-]C#N.[Na+]. The product is [CH2:17]([N:5]1[CH2:6][CH2:7][C@@H:2]([CH3:1])[C@H:3]([NH:8][P:9](=[O:16])([O:13][CH2:14][CH3:15])[O:10][CH2:11][CH3:12])[CH2:4]1)[C:18]1[CH:23]=[CH:22][CH:21]=[CH:20][CH:19]=1. (2) The reactants are [N:1]1([CH:7]=[CH:8][C:9]([O:11][CH2:12][CH3:13])=[O:10])[CH2:6][CH2:5][CH2:4][CH2:3][CH2:2]1.[F:14][CH:15]([F:19])[C:16](F)=[O:17].C(N(CC)CC)C. The catalyst is C1(C)C=CC=CC=1. The yield is 0.855. The product is [F:14][CH:15]([F:19])[C:16](=[O:17])[C:8](=[CH:7][N:1]1[CH2:6][CH2:5][CH2:4][CH2:3][CH2:2]1)[C:9]([O:11][CH2:12][CH3:13])=[O:10]. (3) The reactants are [OH:1][C:2]1[C:11]2[C:6](=[N:7][CH:8]=[CH:9][CH:10]=2)[N:5]([CH2:12][C:13]2[CH:14]=[N:15][C:16]([C:19]([F:22])([F:21])[F:20])=[CH:17][CH:18]=2)[C:4](=[O:23])[C:3]=1[C:24]([NH:26][CH2:27][C:28]([O:30]C(C)(C)C)=[O:29])=[O:25].C(Cl)Cl.C(O)(C(F)(F)F)=O. No catalyst specified. The product is [OH:1][C:2]1[C:11]2[C:6](=[N:7][CH:8]=[CH:9][CH:10]=2)[N:5]([CH2:12][C:13]2[CH:14]=[N:15][C:16]([C:19]([F:22])([F:20])[F:21])=[CH:17][CH:18]=2)[C:4](=[O:23])[C:3]=1[C:24]([NH:26][CH2:27][C:28]([OH:30])=[O:29])=[O:25]. The yield is 0.950. (4) The reactants are [F:1][C:2]([F:30])([F:29])[C:3]1[CH:8]=[CH:7][CH:6]=[CH:5][C:4]=1[C:9]1[CH:10]=[CH:11][C:12]2[N:13]([C:15]([NH:18]C(=O)OCC3C=CC=CC=3)=[CH:16][N:17]=2)[N:14]=1. The catalyst is C1COCC1.CO.[Pd]. The product is [F:30][C:2]([F:1])([F:29])[C:3]1[CH:8]=[CH:7][CH:6]=[CH:5][C:4]=1[C:9]1[CH:10]=[CH:11][C:12]2[N:13]([C:15]([NH2:18])=[CH:16][N:17]=2)[N:14]=1. The yield is 0.900. (5) The catalyst is C1(C)C=CC=CC=1.O.CC([O-])=O.CC([O-])=O.[Pd+2]. The reactants are Br[C:2]1[CH:11]=[C:10]2[C:5]([CH:6]=[CH:7][C:8]([C:12]3[N:16]4[CH:17]=[C:18]([CH:21]([N:26]5[CH2:30][CH2:29][C@H:28]([NH:31][C:32](=[O:38])[O:33][C:34]([CH3:37])([CH3:36])[CH3:35])[CH2:27]5)[C:22]([F:25])([F:24])[F:23])[CH:19]=[CH:20][C:15]4=[N:14][N:13]=3)=[N:9]2)=[CH:4][CH:3]=1.P([CH:52]1[CH2:57][CH2:56]CCC1)(C1CCCCC1)C1CCCCC1.C1(B(O)O)CC1.C(OCC)(=O)C. The product is [CH:56]1([C:2]2[CH:11]=[C:10]3[C:5]([CH:6]=[CH:7][C:8]([C:12]4[N:16]5[CH:17]=[C:18]([CH:21]([N:26]6[CH2:30][CH2:29][C@H:28]([NH:31][C:32](=[O:38])[O:33][C:34]([CH3:35])([CH3:37])[CH3:36])[CH2:27]6)[C:22]([F:25])([F:23])[F:24])[CH:19]=[CH:20][C:15]5=[N:14][N:13]=4)=[N:9]3)=[CH:4][CH:3]=2)[CH2:57][CH2:52]1. The yield is 0.959. (6) The reactants are [Cl:1][C:2]1[CH:3]=[C:4]([C:9]2[N:10]([C:18]3[CH:23]=[CH:22][C:21]([S:24]([NH2:27])(=[O:26])=[O:25])=[CH:20][CH:19]=3)[CH:11]=[C:12]([C:14]([F:17])([F:16])[F:15])[N:13]=2)[CH:5]=[C:6]([CH3:8])[CH:7]=1.[C:28](Cl)(=[O:30])[CH3:29]. The catalyst is C(O)(=O)C. The product is [Cl:1][C:2]1[CH:3]=[C:4]([C:9]2[N:10]([C:18]3[CH:19]=[CH:20][C:21]([S:24]([NH:27][C:28](=[O:30])[CH3:29])(=[O:26])=[O:25])=[CH:22][CH:23]=3)[CH:11]=[C:12]([C:14]([F:16])([F:15])[F:17])[N:13]=2)[CH:5]=[C:6]([CH3:8])[CH:7]=1. The yield is 0.700. (7) The reactants are [CH3:1][N:2]1[C:6]2[CH:7]=[C:8]([C:11]([OH:13])=O)[CH:9]=[CH:10][C:5]=2[N:4]=[CH:3]1.[NH:14]1[CH2:19][CH2:18][CH2:17][C@@H:16]2[C:20]3[CH:21]=[CH:22][CH:23]=[CH:24][C:25]=3[CH2:26][C@H:15]12.F[P-](F)(F)(F)(F)F.N1(OC(N(C)C)=[N+](C)C)C2N=CC=CC=2N=N1. No catalyst specified. The product is [N:14]1([C:11]([C:8]2[CH:9]=[CH:10][C:5]3[N:4]=[CH:3][N:2]([CH3:1])[C:6]=3[CH:7]=2)=[O:13])[CH2:19][CH2:18][CH2:17][C@@H:16]2[C:20]3[CH:21]=[CH:22][CH:23]=[CH:24][C:25]=3[CH2:26][C@H:15]12. The yield is 0.940. (8) The reactants are [H-].[Na+].[NH:3]1[C:11]2[C:6](=[CH:7][CH:8]=[CH:9][CH:10]=2)[C:5]2([C:23]3[C:14](=[CH:15][C:16]4[O:21][CH2:20][CH2:19][O:18][C:17]=4[CH:22]=3)[O:13][CH2:12]2)[C:4]1=[O:24].Cl[C:26]([O:28][CH2:29][CH3:30])=[O:27]. The catalyst is CN(C)C=O. The product is [O:24]=[C:4]1[C:5]2([C:23]3[C:14](=[CH:15][C:16]4[O:21][CH2:20][CH2:19][O:18][C:17]=4[CH:22]=3)[O:13][CH2:12]2)[C:6]2[C:11](=[CH:10][CH:9]=[CH:8][CH:7]=2)[N:3]1[C:26]([O:28][CH2:29][CH3:30])=[O:27]. The yield is 0.550. (9) The reactants are CS(Cl)(=O)=O.[C:6]1([CH2:12][O:13][C:14]([C:16]2([NH:22][C:23]([C:25]3[CH:30]=[CH:29][C:28]([CH2:31]O)=[CH:27][CH:26]=3)=[O:24])[CH2:21][CH2:20][CH2:19][CH2:18][CH2:17]2)=[O:15])[CH:11]=[CH:10][CH:9]=[CH:8][CH:7]=1.[CH2:33]([N:35](CC)[CH2:36]C)C.CNC.O1CCCC1. The catalyst is C(Cl)Cl. The product is [C:6]1([CH2:12][O:13][C:14]([C:16]2([NH:22][C:23]([C:25]3[CH:30]=[CH:29][C:28]([CH2:31][N:35]([CH3:36])[CH3:33])=[CH:27][CH:26]=3)=[O:24])[CH2:21][CH2:20][CH2:19][CH2:18][CH2:17]2)=[O:15])[CH:11]=[CH:10][CH:9]=[CH:8][CH:7]=1. The yield is 0.220.